Dataset: Full USPTO retrosynthesis dataset with 1.9M reactions from patents (1976-2016). Task: Predict the reactants needed to synthesize the given product. (1) The reactants are: [Si]([O:18][C@H:19]([C:21]1[N:30]([C:31]2[CH:32]=[C:33]([NH:37][C:38]([NH:40][CH2:41][CH3:42])=[O:39])[CH:34]=[CH:35][CH:36]=2)[C:29](=[O:43])[C:28]2[C:23](=[CH:24][CH:25]=[CH:26][C:27]=2[Cl:44])[N:22]=1)[CH3:20])(C(C)(C)C)(C1C=CC=CC=1)C1C=CC=CC=1.C1COCC1.N1C(=O)CC[C@H]1C(O)=O.C(=O)(O)[O-].[Na+]. Given the product [Cl:44][C:27]1[CH:26]=[CH:25][CH:24]=[C:23]2[C:28]=1[C:29](=[O:43])[N:30]([C:31]1[CH:32]=[C:33]([NH:37][C:38]([NH:40][CH2:41][CH3:42])=[O:39])[CH:34]=[CH:35][CH:36]=1)[C:21]([C@@H:19]([OH:18])[CH3:20])=[N:22]2, predict the reactants needed to synthesize it. (2) Given the product [CH3:1][O:2][C:3]([C:5]1[O:6][C:7]([C:10]2[CH:15]=[CH:14][CH:13]=[C:12]([NH:16][N:18]=[C:34]3[C:35](=[O:36])[N:31]([C:27]4[CH:26]=[C:25]5[C:30](=[CH:29][CH:28]=4)[CH2:22][CH2:23][CH2:24]5)[N:32]=[C:33]3[CH3:37])[C:11]=2[OH:17])=[CH:8][CH:9]=1)=[O:4], predict the reactants needed to synthesize it. The reactants are: [CH3:1][O:2][C:3]([C:5]1[O:6][C:7]([C:10]2[CH:15]=[CH:14][CH:13]=[C:12]([NH2:16])[C:11]=2[OH:17])=[CH:8][CH:9]=1)=[O:4].[N:18]([O-])=O.[Na+].[CH2:22]1[C:30]2[C:25](=[CH:26][C:27]([N:31]3[C:35](=[O:36])[CH2:34][C:33]([CH3:37])=[N:32]3)=[CH:28][CH:29]=2)[CH2:24][CH2:23]1.C(=O)(O)[O-].[Na+]. (3) The reactants are: [N:1]1[NH:2][N:3]=[N:4][C:5]=1[CH2:6][NH:7][C:8]([C@@H:10]1[CH2:18][C:17]2[C:12](=[CH:13][CH:14]=[CH:15][CH:16]=2)[N:11]1[C:19](=[O:30])[C@H:20]([NH:22][C:23](=[O:29])OC(C)(C)C)[CH3:21])=[O:9].[CH3:31][C@@H:32]([CH2:47][CH3:48])[C@H:33]([NH:37][C:38](=[O:46])[CH2:39][C:40]1[CH:45]=[CH:44][CH:43]=[CH:42][CH:41]=1)C(O)=O. Given the product [CH3:31][C@@H:32]([CH2:47][CH3:48])[C@H:33]([NH:37][C:38](=[O:46])[CH2:39][C:40]1[CH:45]=[CH:44][CH:43]=[CH:42][CH:41]=1)[C:23]([NH:22][C@H:20]([CH3:21])[C:19]([N:11]1[C:12]2[C:17](=[CH:16][CH:15]=[CH:14][CH:13]=2)[CH2:18][C@H:10]1[C:8]([NH:7][CH2:6][C:5]1[N:4]=[N:3][NH:2][N:1]=1)=[O:9])=[O:30])=[O:29], predict the reactants needed to synthesize it. (4) Given the product [CH2:7]([C:9]1[CH:14]=[CH:13][C:12]([C:15]2[C:19]([CH2:20][O:21][C:22]3[C:27]([F:28])=[CH:26][C:25]([CH2:29][CH2:30][CH2:31][OH:32])=[C:24]([F:36])[C:23]=3[F:37])=[C:18]([C:38]([F:39])([F:40])[F:41])[S:17][N:16]=2)=[CH:11][CH:10]=1)[CH3:8], predict the reactants needed to synthesize it. The reactants are: [H-].[H-].[H-].[H-].[Li+].[Al+3].[CH2:7]([C:9]1[CH:14]=[CH:13][C:12]([C:15]2[C:19]([CH2:20][O:21][C:22]3[C:27]([F:28])=[CH:26][C:25]([CH2:29][CH2:30][C:31](OCC)=[O:32])=[C:24]([F:36])[C:23]=3[F:37])=[C:18]([C:38]([F:41])([F:40])[F:39])[S:17][N:16]=2)=[CH:11][CH:10]=1)[CH3:8]. (5) Given the product [Br:1][C:2]1[C:3]2[CH:10]=[CH:9][S:8][C:4]=2[CH:5]=[CH:6][CH:7]=1.[Br:1][C:2]1[CH:7]=[CH:6][C:5]2[CH:10]=[CH:9][S:8][C:4]=2[CH:3]=1, predict the reactants needed to synthesize it. The reactants are: [Br:1][C:2]1[CH:3]=[C:4]([S:8][CH2:9][CH:10](OC)OC)[CH:5]=[CH:6][CH:7]=1. (6) Given the product [Cl:1][C:2]1[CH:3]=[N:4][C:5]([N:11]2[CH2:15][CH2:14][CH:13]([O:16][C:17]3[CH:22]=[CH:21][CH:20]=[C:19]([C:23]([F:24])([F:26])[F:25])[CH:18]=3)[CH2:12]2)=[C:6]([CH:10]=1)[C:7]([NH:28][C@H:29]([C:31]1[CH:40]=[CH:39][C:34]([C:35]([O:37][CH3:38])=[O:36])=[CH:33][CH:32]=1)[CH3:30])=[O:8], predict the reactants needed to synthesize it. The reactants are: [Cl:1][C:2]1[CH:3]=[N:4][C:5]([N:11]2[CH2:15][CH2:14][CH:13]([O:16][C:17]3[CH:22]=[CH:21][CH:20]=[C:19]([C:23]([F:26])([F:25])[F:24])[CH:18]=3)[CH2:12]2)=[C:6]([CH:10]=1)[C:7](O)=[O:8].Cl.[NH2:28][C@H:29]([C:31]1[CH:40]=[CH:39][C:34]([C:35]([O:37][CH3:38])=[O:36])=[CH:33][CH:32]=1)[CH3:30]. (7) Given the product [Cl:1][C:2]1[CH:3]=[C:4]([NH:9][C:10]2[C:15]([C:16](=[O:18])/[CH:17]=[CH:24]/[C:23]3[CH:26]=[C:27]([O:31][CH3:32])[C:28]([O:29][CH3:30])=[C:21]([O:20][CH3:19])[CH:22]=3)=[CH:14][CH:13]=[CH:12][N:11]=2)[CH:5]=[CH:6][C:7]=1[Cl:8], predict the reactants needed to synthesize it. The reactants are: [Cl:1][C:2]1[CH:3]=[C:4]([NH:9][C:10]2[C:15]([C:16](=[O:18])[CH3:17])=[CH:14][CH:13]=[CH:12][N:11]=2)[CH:5]=[CH:6][C:7]=1[Cl:8].[CH3:19][O:20][C:21]1[CH:22]=[C:23]([CH:26]=[C:27]([O:31][CH3:32])[C:28]=1[O:29][CH3:30])[CH:24]=O.Cl. (8) Given the product [CH3:1][O:2][C:3]1[CH:4]=[C:5]2[C:10](=[CH:11][CH:12]=1)[CH:9]=[C:8]([C@H:13]([CH3:17])[C:14]([O:16][CH2:28][C@H:27]([OH:30])[CH2:26][O:25][CH2:18][C:19]1[CH:24]=[CH:23][CH:22]=[CH:21][CH:20]=1)=[O:15])[CH:7]=[CH:6]2, predict the reactants needed to synthesize it. The reactants are: [CH3:1][O:2][C:3]1[CH:4]=[C:5]2[C:10](=[CH:11][CH:12]=1)[CH:9]=[C:8]([C@H:13]([CH3:17])[C:14]([OH:16])=[O:15])[CH:7]=[CH:6]2.[CH2:18]([O:25][CH2:26][C@H:27]([OH:30])[CH2:28]O)[C:19]1[CH:24]=[CH:23][CH:22]=[CH:21][CH:20]=1.C1(N=C=NC2CCCCC2)CCCCC1.